Dataset: Full USPTO retrosynthesis dataset with 1.9M reactions from patents (1976-2016). Task: Predict the reactants needed to synthesize the given product. Given the product [Cl:16][C:17]1[CH:22]=[C:21]([Cl:23])[CH:20]=[C:19]([CH3:24])[C:18]=1[S:25]([NH:1][C:2]1[S:3][CH:4]=[C:5]([C:7]([CH3:14])([CH3:15])[CH2:8][C:9]([O:11][CH2:12][CH3:13])=[O:10])[N:6]=1)(=[O:27])=[O:26], predict the reactants needed to synthesize it. The reactants are: [NH2:1][C:2]1[S:3][CH:4]=[C:5]([C:7]([CH3:15])([CH3:14])[CH2:8][C:9]([O:11][CH2:12][CH3:13])=[O:10])[N:6]=1.[Cl:16][C:17]1[CH:22]=[C:21]([Cl:23])[CH:20]=[C:19]([CH3:24])[C:18]=1[S:25](Cl)(=[O:27])=[O:26].